From a dataset of Full USPTO retrosynthesis dataset with 1.9M reactions from patents (1976-2016). Predict the reactants needed to synthesize the given product. (1) Given the product [CH:12]1([NH:15][C:48](=[O:49])/[CH:47]=[CH:46]/[CH:43]2[CH2:42][CH2:41][N:40]([S:37]([C:34]3[CH:35]=[CH:36][C:31]([O:30][C:29]([F:52])([F:28])[F:51])=[CH:32][CH:33]=3)(=[O:39])=[O:38])[CH2:45][CH2:44]2)[CH2:14][CH2:13]1, predict the reactants needed to synthesize it. The reactants are: O.ON1C2C=CC=CC=2N=N1.[CH:12]1([NH2:15])[CH2:14][CH2:13]1.Cl.CN(C)CCCN=C=NCC.[F:28][C:29]([F:52])([F:51])[O:30][C:31]1[CH:36]=[CH:35][C:34]([S:37]([N:40]2[CH2:45][CH2:44][CH:43](/[CH:46]=[CH:47]/[C:48](O)=[O:49])[CH2:42][CH2:41]2)(=[O:39])=[O:38])=[CH:33][CH:32]=1. (2) The reactants are: [O:1]([C:6]1[CH:11]=[CH:10][C:9]([S:12](Cl)(=[O:14])=[O:13])=[CH:8][CH:7]=1)[CH2:2][CH2:3][CH2:4][CH3:5].[NH2:16][C:17]1[N:22]=[C:21]([NH:23]C(=O)OC(C)(C)C)[CH:20]=[CH:19][CH:18]=1.FC(F)(F)C(O)=O. Given the product [NH2:23][C:21]1[N:22]=[C:17]([NH:16][S:12]([C:9]2[CH:10]=[CH:11][C:6]([O:1][CH2:2][CH2:3][CH2:4][CH3:5])=[CH:7][CH:8]=2)(=[O:14])=[O:13])[CH:18]=[CH:19][CH:20]=1, predict the reactants needed to synthesize it. (3) Given the product [CH2:1]([N:8]1[C@@H:9]([CH3:10])[C:22](=[O:24])[NH:21][CH2:20][C:17]2([CH2:19][CH2:18]2)[C:15]1=[O:16])[C:2]1[CH:7]=[CH:6][CH:5]=[CH:4][CH:3]=1, predict the reactants needed to synthesize it. The reactants are: [CH2:1]([N:8]([C:15]([C:17]1([CH2:20][NH:21][C:22]([O:24]C(C)(C)C)=O)[CH2:19][CH2:18]1)=[O:16])[C@H:9](C(OC)=O)[CH3:10])[C:2]1[CH:7]=[CH:6][CH:5]=[CH:4][CH:3]=1.C[Al](C)C. (4) Given the product [NH2:60][C:57]1[N:58]=[CH:59][C:54]([C:2]2[N:3]=[C:4]([N:13]3[CH2:18][CH2:17][O:16][CH2:15][CH2:14]3)[C:5]3[S:10][C:9]([CH2:11][N:25]4[CH2:26][CH2:27][N:22]([CH2:21][CH2:20][OH:19])[CH2:23][CH2:24]4)=[CH:8][C:6]=3[N:7]=2)=[CH:55][N:56]=1, predict the reactants needed to synthesize it. The reactants are: Cl[C:2]1[N:3]=[C:4]([N:13]2[CH2:18][CH2:17][O:16][CH2:15][CH2:14]2)[C:5]2[S:10][C:9]([CH:11]=O)=[CH:8][C:6]=2[N:7]=1.[OH:19][CH2:20][CH2:21][N:22]1[CH2:27][CH2:26][NH:25][CH2:24][CH2:23]1.CC(O)=O.[BH-](OC(C)=O)(OC(C)=O)OC(C)=O.[Na+].CC1(C)C(C)(C)OB([C:54]2[CH:55]=[N:56][C:57]([NH2:60])=[N:58][CH:59]=2)O1. (5) Given the product [C:7]([OH:9])(=[O:8])[CH3:6].[C:15]([OH:18])(=[O:17])[CH3:16].[C:19]([OH:22])(=[O:21])[CH3:20].[C:23]([OH:26])(=[O:25])[CH3:24].[C:27]([OH:30])(=[O:29])[CH3:28].[C@@H:45]1([N:44]2[C:54]3[N:55]=[CH:38][N:39]=[C:40]([NH2:56])[C:41]=3[N:42]=[CH:43]2)[O:53][C@H:50]([CH2:51][OH:52])[C@@H:48]([OH:49])[C@H:46]1[OH:47], predict the reactants needed to synthesize it. The reactants are: C1[C:6]([C:7]([OH:9])=[O:8])=C[C:6]2[C:7]([O:9]C(=O)C=2C=1)=[O:8].[C:15]([OH:18])(=[O:17])[CH3:16].[C:19]([OH:22])(=[O:21])[CH3:20].[C:23]([OH:26])(=[O:25])[CH3:24].[C:27]([OH:30])(=[O:29])[CH3:28].C(O)(=O)C.[N+]([C:38]1[N:39]=[C:40]([NH2:56])[C:41]2[N:42]=[CH:43][N:44]([C:54]=2[N:55]=1)[C@@H:45]1[O:53][C@H:50]([CH2:51][OH:52])[C@@H:48]([OH:49])[C@H:46]1[OH:47])([O-])=O. (6) Given the product [N:39]1[CH:38]=[C:37]([NH:36][C:35]([N:18]2[CH2:17][CH:16]([CH2:15][CH2:14][O:13][C:12]3[CH:20]=[CH:21][CH:22]=[C:10]([O:9][C:8]4[CH:7]=[CH:6][C:5]([Cl:4])=[CH:24][CH:23]=4)[CH:11]=3)[CH2:19]2)=[O:34])[N:41]2[C:40]=1[CH:45]=[CH:44][CH:43]=[N:42]2, predict the reactants needed to synthesize it. The reactants are: C(O)=O.[Cl:4][C:5]1[CH:24]=[CH:23][C:8]([O:9][C:10]2[CH:11]=[C:12]([CH:20]=[CH:21][CH:22]=2)[O:13][CH2:14][CH2:15][CH:16]2[CH2:19][NH:18][CH2:17]2)=[CH:7][CH:6]=1.CC#N.C1([O:34][C:35](=O)[NH:36][C:37]2[N:41]3[N:42]=[CH:43][CH:44]=[CH:45][C:40]3=[N:39][CH:38]=2)C=CC=CC=1.